This data is from Catalyst prediction with 721,799 reactions and 888 catalyst types from USPTO. The task is: Predict which catalyst facilitates the given reaction. (1) Reactant: C1CCC(N=C=NC2CCCCC2)CC1.C([CH2:23][C:24]([O:29][CH2:30][C:31]1[CH:36]=[CH:35][CH:34]=[CH:33][CH:32]=1)([CH3:28])[C:25]([OH:27])=[O:26])C1C=CC=CC=1.O[N:38]1[C:42](=[O:43])[CH2:41][CH2:40][C:39]1=[O:44]. Product: [CH2:30]([O:29][C:24]([CH3:23])([CH3:28])[C:25]([O:27][N:38]1[C:42](=[O:43])[CH2:41][CH2:40][C:39]1=[O:44])=[O:26])[C:31]1[CH:32]=[CH:33][CH:34]=[CH:35][CH:36]=1. The catalyst class is: 1. (2) Reactant: CC(OC(/N=N/C(OC(C)C)=O)=O)C.[C:15]1(=[O:25])[NH:19][C:18](=[O:20])[C:17]2=[CH:21][CH:22]=[CH:23][CH:24]=[C:16]12.C1(P(C2C=CC=CC=2)C2C=CC=CC=2)C=CC=CC=1.[F:45][C:46]1[C:51]([F:52])=[CH:50][CH:49]=[CH:48][C:47]=1[C@@H:53]1[CH2:63][CH2:62][C@H:61](O)[C:56]2=[N:57][CH:58]=[CH:59][CH:60]=[C:55]2[C@H:54]1[NH:65][C:66](=[O:72])[O:67][C:68]([CH3:71])([CH3:70])[CH3:69]. Product: [F:45][C:46]1[C:51]([F:52])=[CH:50][CH:49]=[CH:48][C:47]=1[C@@H:53]1[CH2:63][CH2:62][C@@H:61]([N:19]2[C:15](=[O:25])[C:16]3[C:17](=[CH:21][CH:22]=[CH:23][CH:24]=3)[C:18]2=[O:20])[C:56]2=[N:57][CH:58]=[CH:59][CH:60]=[C:55]2[C@H:54]1[NH:65][C:66](=[O:72])[O:67][C:68]([CH3:70])([CH3:69])[CH3:71]. The catalyst class is: 2. (3) Reactant: C(OC([N:8]1[CH2:13][CH2:12][CH:11]([C:14]2[S:15][C:16]([CH2:20][O:21][C:22]3[CH:27]=[CH:26][C:25]([N:28]4[CH:32]=[N:31][N:30]=[N:29]4)=[CH:24][CH:23]=3)=[C:17]([CH3:19])[N:18]=2)[CH2:10][CH2:9]1)=O)(C)(C)C.[ClH:33]. Product: [CH3:19][C:17]1[N:18]=[C:14]([CH:11]2[CH2:12][CH2:13][NH:8][CH2:9][CH2:10]2)[S:15][C:16]=1[CH2:20][O:21][C:22]1[CH:27]=[CH:26][C:25]([N:28]2[CH:32]=[N:31][N:30]=[N:29]2)=[CH:24][CH:23]=1.[ClH:33]. The catalyst class is: 269. (4) Reactant: [Br:1][C:2]1[CH:7]=[CH:6][C:5]([C:8](=[N:22][O:23][CH2:24][CH3:25])[CH:9]2[CH2:14][CH2:13][N:12]([C:15]3([CH3:21])[CH2:20][CH2:19][NH:18][CH2:17][CH2:16]3)[CH2:11][CH2:10]2)=[CH:4][CH:3]=1.[N:26]1[C:35]2[C:30](=[CH:31][CH:32]=[CH:33][CH:34]=2)[CH:29]=[C:28]([C:36](O)=[O:37])[CH:27]=1.CCN(CC)CC.CN(C(ON1N=NC2C=CC=NC1=2)=[N+](C)C)C.F[P-](F)(F)(F)(F)F. Product: [Br:1][C:2]1[CH:7]=[CH:6][C:5]([C:8](=[N:22][O:23][CH2:24][CH3:25])[CH:9]2[CH2:10][CH2:11][N:12]([C:15]3([CH3:21])[CH2:20][CH2:19][N:18]([C:36]([C:28]4[CH:27]=[N:26][C:35]5[C:30]([CH:29]=4)=[CH:31][CH:32]=[CH:33][CH:34]=5)=[O:37])[CH2:17][CH2:16]3)[CH2:13][CH2:14]2)=[CH:4][CH:3]=1. The catalyst class is: 3. (5) Reactant: N1C=CC(C2SC=C(C([N:14]=[N+:15]=[N-:16])=O)N=2)=CC=1.[N:17]1[CH:22]=[CH:21][CH:20]=[CH:19][C:18]=1C1SC=C(C(O)=O)N=1.[OH-].[Na+:32].C(Cl)(=O)C(Cl)=O. Product: [N-:14]=[N+:15]=[N-:16].[Na+:32].[N:17]1[CH:22]=[CH:21][CH:20]=[CH:19][C:18]=1[N:14]=[N+:15]=[N-:16]. The catalyst class is: 6. (6) Reactant: [C:1]1([C:7]2[NH:11][N:10]=[C:9]([NH2:12])[CH:8]=2)[CH:6]=[CH:5][CH:4]=[CH:3][CH:2]=1.C([O:15][C:16](=O)[CH2:17][C:18](=O)[CH3:19])C. Product: [CH3:19][C:18]1[NH:12][C:9]2[N:10]([N:11]=[C:7]([C:1]3[CH:2]=[CH:3][CH:4]=[CH:5][CH:6]=3)[CH:8]=2)[C:16](=[O:15])[CH:17]=1. The catalyst class is: 11. (7) Reactant: C(NC(C)C)(C)C.C([Li])CCC.[F:13][C:14]1[CH:15]=[C:16]([Br:20])[CH:17]=[CH:18][CH:19]=1.[C:21](O)(=[O:23])C. Product: [Br:20][C:16]1[CH:17]=[CH:18][CH:19]=[C:14]([F:13])[C:15]=1[CH:21]=[O:23]. The catalyst class is: 30. (8) Reactant: [OH:1][C:2]1[C:10]([CH3:11])=[CH:9][C:5]([C:6]([NH2:8])=[O:7])=[CH:4][C:3]=1[CH3:12].C1C=CC(N([S:20]([C:23]([F:26])([F:25])[F:24])(=[O:22])=[O:21])[S:20]([C:23]([F:26])([F:25])[F:24])(=[O:22])=[O:21])=CC=1. Product: [C:6]([C:5]1[CH:4]=[C:3]([CH3:12])[C:2]([O:1][S:20]([C:23]([F:26])([F:25])[F:24])(=[O:22])=[O:21])=[C:10]([CH3:11])[CH:9]=1)(=[O:7])[NH2:8]. The catalyst class is: 2.